Dataset: Full USPTO retrosynthesis dataset with 1.9M reactions from patents (1976-2016). Task: Predict the reactants needed to synthesize the given product. Given the product [Cl:1][C:2]1[C:3]([C:9]2[CH:14]=[CH:13][CH:12]=[C:11]([NH:15][CH2:16][C:17]3([C:23]#[N:24])[CH2:22][CH2:21][O:20][CH2:19][CH2:18]3)[N:10]=2)=[CH:4][C:5]([NH:31][C@H:32]2[CH2:33][CH2:34][C@H:35]([NH:38][CH2:39][C:40]([OH:45])([CH3:46])[C:41]([F:43])([F:44])[F:42])[CH2:36][CH2:37]2)=[N:6][CH:7]=1, predict the reactants needed to synthesize it. The reactants are: [Cl:1][C:2]1[C:3]([C:9]2[CH:14]=[CH:13][CH:12]=[C:11]([NH:15][CH2:16][C:17]3([C:23]#[N:24])[CH2:22][CH2:21][O:20][CH2:19][CH2:18]3)[N:10]=2)=[CH:4][C:5](F)=[N:6][CH:7]=1.C(=O)([O-])[O-].[K+].[K+].[NH2:31][C@H:32]1[CH2:37][CH2:36][C@H:35]([NH:38][CH2:39][C:40]([CH3:46])([OH:45])[C:41]([F:44])([F:43])[F:42])[CH2:34][CH2:33]1.N[C@H]1CC[C@H](NC(=O)C(O)(C)C(F)(F)F)CC1.